Dataset: Reaction yield outcomes from USPTO patents with 853,638 reactions. Task: Predict the reaction yield, written as a fraction of the theoretical maximum amount of product (1.0 means a 100% yield; for example, 0.34 means a 34% yield). The reactants are S(OS(C(F)(F)F)(=O)=O)(C(F)(F)F)(=O)=O.C1(P(=O)(C2C=CC=CC=2)C2C=CC=CC=2)C=CC=CC=1.[CH2:36]([O:38][C:39](=[O:53])[CH2:40][C:41]([C:43]1[CH:52]=[CH:51][C:50]2[C:45](=[CH:46][CH:47]=[CH:48][CH:49]=2)[CH:44]=1)=O)[CH3:37].C(N(CC)CC)C. The catalyst is ClCCCl. The product is [CH2:36]([O:38][C:39](=[O:53])[C:40]#[C:41][C:43]1[CH:52]=[CH:51][C:50]2[C:45](=[CH:46][CH:47]=[CH:48][CH:49]=2)[CH:44]=1)[CH3:37]. The yield is 0.370.